Dataset: Full USPTO retrosynthesis dataset with 1.9M reactions from patents (1976-2016). Task: Predict the reactants needed to synthesize the given product. (1) Given the product [C:16]([C:8]1[CH:7]=[C:6]([C:10]([O-:12])=[O:11])[NH:5][CH:9]=1)([CH3:19])([CH3:18])[CH3:17].[C:16]([C:9]1[NH:5][C:6]([C:10]([O:12][CH2:13][CH3:14])=[O:11])=[CH:7][CH:8]=1)([CH3:19])([CH3:18])[CH3:17].[C:16]([C:7]1[CH:8]=[C:9]([C:16]([CH3:19])([CH3:18])[CH3:17])[NH:5][C:6]=1[C:10]([O:12][CH2:13][CH3:14])=[O:11])([CH3:19])([CH3:18])[CH3:17], predict the reactants needed to synthesize it. The reactants are: [Cl-].[Cl-].[Cl-].[Ga+3].[NH:5]1[CH:9]=[CH:8][CH:7]=[C:6]1[C:10]([O:12][CH2:13][CH3:14])=[O:11].Cl[C:16]([CH3:19])([CH3:18])[CH3:17].Cl. (2) Given the product [CH2:7]([N:6]1[C:2]([N:20]2[CH2:21][CH2:22][CH2:23][C@H:17]([NH:16][C:14](=[O:15])[C:13]([F:24])([F:12])[F:25])[CH2:18][CH2:19]2)=[C:3]([N+:9]([O-:11])=[O:10])[CH:4]=[N:5]1)[CH3:8], predict the reactants needed to synthesize it. The reactants are: Cl[C:2]1[N:6]([CH2:7][CH3:8])[N:5]=[CH:4][C:3]=1[N+:9]([O-:11])=[O:10].[F:12][C:13]([F:25])([F:24])[C:14]([NH:16][C@H:17]1[CH2:23][CH2:22][CH2:21][NH:20][CH2:19][CH2:18]1)=[O:15]. (3) Given the product [Cl:21][C:17]1[CH:16]=[C:15]2[C:20]([C:12]([CH2:23][C:24]3[CH:29]=[CH:28][C:27]([Cl:30])=[CH:26][CH:25]=3)([NH:14][CH:15]3[CH2:20][CH2:19][CH2:18][CH2:17][CH2:16]3)[C:13](=[O:22])[N:14]2[CH2:2][C:3](=[O:4])[N:5]2[CH2:10][CH2:9][CH2:8][CH2:7][CH2:6]2)=[CH:19][CH:18]=1, predict the reactants needed to synthesize it. The reactants are: Cl[CH2:2][C:3]([N:5]1[CH2:10][CH2:9][CH2:8][CH2:7][CH2:6]1)=[O:4].Br[C:12]1([CH2:23][C:24]2[CH:29]=[CH:28][C:27]([Cl:30])=[CH:26][CH:25]=2)[C:20]2[C:15](=[CH:16][C:17]([Cl:21])=[CH:18][CH:19]=2)[NH:14][C:13]1=[O:22]. (4) The reactants are: [CH3:1][O:2][C:3]1[CH:40]=[CH:39][C:6]([CH2:7][N:8]([CH2:30][C:31]2[CH:36]=[CH:35][C:34]([O:37][CH3:38])=[CH:33][CH:32]=2)[C:9]2[N:14]=[CH:13][C:12]([C:15]3[C:16]4[CH2:29][CH2:28][NH:27][C:17]=4[N:18]=[C:19]([N:21]4[CH2:26][CH2:25][O:24][CH2:23][CH2:22]4)[N:20]=3)=[CH:11][N:10]=2)=[CH:5][CH:4]=1.Br[C:42]1[CH:43]=[C:44]([C:48]([N:50]2[CH2:55][CH2:54][N:53]([CH2:56][CH3:57])[CH2:52][CH2:51]2)=[O:49])[CH:45]=[N:46][CH:47]=1. Given the product [CH3:38][O:37][C:34]1[CH:33]=[CH:32][C:31]([CH2:30][N:8]([CH2:7][C:6]2[CH:5]=[CH:4][C:3]([O:2][CH3:1])=[CH:40][CH:39]=2)[C:9]2[N:10]=[CH:11][C:12]([C:15]3[C:16]4[CH2:29][CH2:28][N:27]([C:42]5[CH:43]=[C:44]([C:48]([N:50]6[CH2:51][CH2:52][N:53]([CH2:56][CH3:57])[CH2:54][CH2:55]6)=[O:49])[CH:45]=[N:46][CH:47]=5)[C:17]=4[N:18]=[C:19]([N:21]4[CH2:26][CH2:25][O:24][CH2:23][CH2:22]4)[N:20]=3)=[CH:13][N:14]=2)=[CH:36][CH:35]=1, predict the reactants needed to synthesize it. (5) Given the product [C:26]([O:30][C:31]([N:33]1[CH2:38][CH2:37][N:36]([C:39]2[CH:40]=[CH:41][C:42]([NH:45][C:2]3[N:7]=[C:6]([NH:8][CH:9]4[CH2:13][CH2:12][CH2:11][CH2:10]4)[C:5]([N+:14]([O-:16])=[O:15])=[CH:4][N:3]=3)=[CH:43][CH:44]=2)[CH2:35][CH2:34]1)=[O:32])([CH3:29])([CH3:27])[CH3:28], predict the reactants needed to synthesize it. The reactants are: Cl[C:2]1[N:7]=[C:6]([NH:8][CH:9]2[CH2:13][CH2:12][CH2:11][CH2:10]2)[C:5]([N+:14]([O-:16])=[O:15])=[CH:4][N:3]=1.CN(C)C1C=CC=CC=1.[C:26]([O:30][C:31]([N:33]1[CH2:38][CH2:37][N:36]([C:39]2[CH:44]=[CH:43][C:42]([NH2:45])=[CH:41][CH:40]=2)[CH2:35][CH2:34]1)=[O:32])([CH3:29])([CH3:28])[CH3:27]. (6) Given the product [CH3:1][O:2][C:3]1[CH:11]=[CH:10][CH:9]=[C:8]2[C:4]=1[CH:5]=[C:6]([CH3:12])[NH:7]2, predict the reactants needed to synthesize it. The reactants are: [CH3:1][O:2][C:3]1[CH:11]=[CH:10][CH:9]=[C:8]2[C:4]=1[CH:5]=[C:6]([C:12](OC)=O)[NH:7]2.[H-].[Al+3].[Li+].[H-].[H-].[H-].O. (7) Given the product [CH2:1]([CH:3]([CH2:14][CH3:15])[CH2:4][C:5]1([C:11]([Cl:27])=[O:12])[CH2:10][CH2:9][CH2:8][CH2:7][CH2:6]1)[CH3:2], predict the reactants needed to synthesize it. The reactants are: [CH2:1]([CH:3]([CH2:14][CH3:15])[CH2:4][C:5]1([C:11](O)=[O:12])[CH2:10][CH2:9][CH2:8][CH2:7][CH2:6]1)[CH3:2].C1(C(O)=O)CCCCC1.S(Cl)([Cl:27])=O.C(C(CC)CC1(C(OC(C2(CC(CC)CC)CCCCC2)=O)=O)CCCCC1)C. (8) The reactants are: Cl[C:2]1[CH:11]=[C:10]([N:12]2[CH2:17][CH2:16][O:15][CH2:14][CH2:13]2)[C:9]2[C:4](=[CH:5][CH:6]=[C:7]([O:18][CH3:19])[CH:8]=2)[N:3]=1.Cl.[NH2:21][C@H:22]1[CH2:26][CH2:25][N:24]([C:27](=[O:40])[CH2:28][C:29]2[CH:34]=[CH:33][C:32]([O:35][C:36]([F:39])([F:38])[F:37])=[CH:31][CH:30]=2)[CH2:23]1.O1CCOCC1.CC(C)([O-])C.[Na+]. Given the product [CH3:19][O:18][C:7]1[CH:8]=[C:9]2[C:4](=[CH:5][CH:6]=1)[N:3]=[C:2]([NH:21][C@H:22]1[CH2:26][CH2:25][N:24]([C:27](=[O:40])[CH2:28][C:29]3[CH:30]=[CH:31][C:32]([O:35][C:36]([F:37])([F:38])[F:39])=[CH:33][CH:34]=3)[CH2:23]1)[CH:11]=[C:10]2[N:12]1[CH2:17][CH2:16][O:15][CH2:14][CH2:13]1, predict the reactants needed to synthesize it. (9) Given the product [ClH:17].[CH2:1]([N:8]1[CH2:13][CH2:12][C@H:11]([CH3:14])[C@H:10]([NH:15][CH3:16])[CH2:9]1)[C:2]1[CH:3]=[CH:4][CH:5]=[CH:6][CH:7]=1, predict the reactants needed to synthesize it. The reactants are: [CH2:1]([N:8]1[CH2:13][CH2:12][C@H:11]([CH3:14])[C@H:10]([NH:15][CH3:16])[CH2:9]1)[C:2]1[CH:7]=[CH:6][CH:5]=[CH:4][CH:3]=1.[ClH:17]. (10) Given the product [CH:14]#[C:9][CH2:10][CH2:11][CH2:12][CH2:13][CH2:18][C:17]#[CH:16].[O:89]=[C:75]1[O:76][C@H:52]([C@H:53]([CH2:58][OH:59])[OH:7])[C:51]([OH:77])=[C:73]1[OH:74], predict the reactants needed to synthesize it. The reactants are: C[C@@H]1[O:7][C@@H](O[C@@H:9]2[C:14]3=C(O)[C:16]4C(=O)C5C(=CC=CC=5OC)C(=O)[C:17]=4[C:18](O)=[C:13]3[CH2:12][C@@:11](O)(C(CO)=O)[CH2:10]2)C[C@H](N)[C@@H]1O.Cl.C[C@@H]1O[C@@H](O[C@@H]2C3=C(O)C4C(=O)C5C(=CC=CC=5OC)C(=O)C=4[C:58]([OH:59])=[C:53]3[CH2:52][C@@:51]([OH:77])([C:73]([CH2:75][OH:76])=[O:74])C2)C[C@H](N)[C@@H]1O.C#CCCCCCC#C.[OH2:89].